This data is from Peptide-MHC class I binding affinity with 185,985 pairs from IEDB/IMGT. The task is: Regression. Given a peptide amino acid sequence and an MHC pseudo amino acid sequence, predict their binding affinity value. This is MHC class I binding data. (1) The peptide sequence is SPAIFQSSM. The MHC is HLA-B15:01 with pseudo-sequence HLA-B15:01. The binding affinity (normalized) is 0.148. (2) The peptide sequence is KWKLQKIELP. The MHC is Mamu-B08 with pseudo-sequence Mamu-B08. The binding affinity (normalized) is 0. (3) The MHC is Mamu-B52 with pseudo-sequence Mamu-B52. The peptide sequence is RSFPTAFEF. The binding affinity (normalized) is 0.797. (4) The MHC is HLA-B54:01 with pseudo-sequence HLA-B54:01. The peptide sequence is RPIFEWIEA. The binding affinity (normalized) is 0.574. (5) The peptide sequence is LFNSHRISHF. The MHC is HLA-A01:01 with pseudo-sequence HLA-A01:01. The binding affinity (normalized) is 0.334. (6) The peptide sequence is IMDEPTSSL. The MHC is HLA-B39:01 with pseudo-sequence HLA-B39:01. The binding affinity (normalized) is 0.671.